From a dataset of Merck oncology drug combination screen with 23,052 pairs across 39 cell lines. Regression. Given two drug SMILES strings and cell line genomic features, predict the synergy score measuring deviation from expected non-interaction effect. (1) Drug 1: CN1C(=O)C=CC2(C)C3CCC4(C)C(NC(=O)OCC(F)(F)F)CCC4C3CCC12. Drug 2: CCc1c2c(nc3ccc(O)cc13)-c1cc3c(c(=O)n1C2)COC(=O)C3(O)CC. Cell line: NCIH520. Synergy scores: synergy=-0.422. (2) Drug 1: CC1(c2nc3c(C(N)=O)cccc3[nH]2)CCCN1. Drug 2: Cn1c(=O)n(-c2ccc(C(C)(C)C#N)cc2)c2c3cc(-c4cnc5ccccc5c4)ccc3ncc21. Cell line: PA1. Synergy scores: synergy=26.4. (3) Cell line: NCIH520. Drug 1: CC1(c2nc3c(C(N)=O)cccc3[nH]2)CCCN1. Drug 2: COC1CC2CCC(C)C(O)(O2)C(=O)C(=O)N2CCCCC2C(=O)OC(C(C)CC2CCC(OP(C)(C)=O)C(OC)C2)CC(=O)C(C)C=C(C)C(O)C(OC)C(=O)C(C)CC(C)C=CC=CC=C1C. Synergy scores: synergy=13.3. (4) Drug 1: Cn1nnc2c(C(N)=O)ncn2c1=O. Drug 2: CC(C)CC(NC(=O)C(Cc1ccccc1)NC(=O)c1cnccn1)B(O)O. Cell line: VCAP. Synergy scores: synergy=-12.5. (5) Drug 1: O=c1[nH]cc(F)c(=O)[nH]1. Drug 2: NC(=O)c1cccc2cn(-c3ccc(C4CCCNC4)cc3)nc12. Cell line: ES2. Synergy scores: synergy=-4.08. (6) Drug 1: O=c1[nH]cc(F)c(=O)[nH]1. Drug 2: O=C(O)C1(Cc2cccc(Nc3nccs3)n2)CCC(Oc2cccc(Cl)c2F)CC1. Cell line: OCUBM. Synergy scores: synergy=4.94. (7) Drug 1: O=S1(=O)NC2(CN1CC(F)(F)F)C1CCC2Cc2cc(C=CCN3CCC(C(F)(F)F)CC3)ccc2C1. Drug 2: COC12C(COC(N)=O)C3=C(C(=O)C(C)=C(N)C3=O)N1CC1NC12. Cell line: A375. Synergy scores: synergy=5.90.